Predict which catalyst facilitates the given reaction. From a dataset of Catalyst prediction with 721,799 reactions and 888 catalyst types from USPTO. (1) Reactant: C(O[C:6](=O)[N:7]([CH2:9][CH2:10][C:11]1[C:19]2[NH:18][C:17](=[O:20])[N:16]([CH2:21][C:22]3[CH:27]=[CH:26][CH:25]=[CH:24][CH:23]=3)[C:15]=2[CH:14]=[CH:13][CH:12]=1)C)(C)(C)C.[ClH:29].CCO.C(OCC)C. Product: [ClH:29].[CH2:21]([N:16]1[C:15]2[CH:14]=[CH:13][CH:12]=[C:11]([CH2:10][CH2:9][NH:7][CH3:6])[C:19]=2[NH:18][C:17]1=[O:20])[C:22]1[CH:23]=[CH:24][CH:25]=[CH:26][CH:27]=1. The catalyst class is: 7. (2) Reactant: Cl[C:2]1[N:7]=[N:6][C:5]([CH:8]([C:11]2[C:16]([Br:17])=[CH:15][C:14]([CH2:18]OC3CCCCO3)=[CH:13][C:12]=2[Br:26])C#N)=[CH:4][C:3]=1[CH:27]([CH3:29])[CH3:28].C([O-])(=[O:32])C.[Na+].[ClH:35]. Product: [Br:26][C:12]1[CH:13]=[C:14]([CH2:18][Cl:35])[CH:15]=[C:16]([Br:17])[C:11]=1[CH2:8][C:5]1[CH:4]=[C:3]([CH:27]([CH3:29])[CH3:28])[C:2](=[O:32])[NH:7][N:6]=1. The catalyst class is: 342. (3) Reactant: [Si:1]([O:8][CH2:9][CH2:10][CH:11]([C:13]1[S:17][C:16]([Cl:18])=[N:15][C:14]=1[Cl:19])[OH:12])([C:4]([CH3:7])([CH3:6])[CH3:5])([CH3:3])[CH3:2].[O:20]1[CH:25]=[CH:24][CH2:23][CH2:22][CH2:21]1.CC1C=CC(S([O-])(=O)=O)=CC=1.C1C=C[NH+]=CC=1. Product: [Si:1]([O:8][CH2:9][CH2:10][CH:11]([C:13]1[S:17][C:16]([Cl:18])=[N:15][C:14]=1[Cl:19])[O:12][CH:21]1[CH2:22][CH2:23][CH2:24][CH2:25][O:20]1)([C:4]([CH3:7])([CH3:5])[CH3:6])([CH3:2])[CH3:3]. The catalyst class is: 2. (4) Reactant: [NH:1]1[CH2:6][CH2:5][CH:4]([CH2:7][OH:8])[CH2:3][CH2:2]1.C(N(CC)C(C)C)(C)C.[C:18](Cl)(=[O:23])[C:19]([CH3:22])([CH3:21])[CH3:20].O. Product: [OH:8][CH2:7][CH:4]1[CH2:5][CH2:6][N:1]([C:18](=[O:23])[C:19]([CH3:22])([CH3:21])[CH3:20])[CH2:2][CH2:3]1. The catalyst class is: 4. (5) Reactant: Cl[C:2]1[N:3]=[C:4]([O:20][CH3:21])[C:5](=[O:19])[N:6]([C:8]2[N:12]([C:13]3[CH:18]=[CH:17][CH:16]=[CH:15][CH:14]=3)[N:11]=[CH:10][CH:9]=2)[CH:7]=1.C(P(C(C)(C)C)C(C)(C)C)(C)(C)C.C(=O)([O-])[O-].[Cs+].[Cs+].[C:41]1(B(O)O)[CH:46]=[CH:45][CH:44]=[CH:43][CH:42]=1. Product: [CH3:21][O:20][C:4]1[C:5](=[O:19])[N:6]([C:8]2[N:12]([C:13]3[CH:18]=[CH:17][CH:16]=[CH:15][CH:14]=3)[N:11]=[CH:10][CH:9]=2)[CH:7]=[C:2]([C:41]2[CH:46]=[CH:45][CH:44]=[CH:43][CH:42]=2)[N:3]=1. The catalyst class is: 102. (6) Reactant: [CH2:1]([O:8][C:9]([NH:11][CH2:12][CH2:13][CH2:14][C@H:15]([N:20]([CH2:33][C:34]1[CH:39]=[CH:38][C:37]([C:40]2[CH:45]=[CH:44][CH:43]=[CH:42][CH:41]=2)=[CH:36][CH:35]=1)[S:21]([C:24]1[CH:29]=[CH:28][C:27]([N+:30]([O-:32])=[O:31])=[CH:26][CH:25]=1)(=[O:23])=[O:22])[C:16]([O:18]C)=[O:17])=[O:10])[C:2]1[CH:7]=[CH:6][CH:5]=[CH:4][CH:3]=1.[OH-].[Na+].Cl. Product: [CH2:1]([O:8][C:9]([NH:11][CH2:12][CH2:13][CH2:14][C@H:15]([N:20]([CH2:33][C:34]1[CH:39]=[CH:38][C:37]([C:40]2[CH:45]=[CH:44][CH:43]=[CH:42][CH:41]=2)=[CH:36][CH:35]=1)[S:21]([C:24]1[CH:29]=[CH:28][C:27]([N+:30]([O-:32])=[O:31])=[CH:26][CH:25]=1)(=[O:22])=[O:23])[C:16]([OH:18])=[O:17])=[O:10])[C:2]1[CH:7]=[CH:6][CH:5]=[CH:4][CH:3]=1. The catalyst class is: 12.